Task: Predict the product of the given reaction.. Dataset: Forward reaction prediction with 1.9M reactions from USPTO patents (1976-2016) (1) Given the reactants [I:1][C:2]1[C:10]2[C:5](=[N:6][CH:7]=[N:8][C:9]=2[NH2:11])[NH:4][N:3]=1.[H-].[Na+].Cl[CH2:15][C:16]1[C:17]([C:27]2[CH:32]=[CH:31][CH:30]=[CH:29][C:28]=2[C:33]([F:36])([F:35])[F:34])=[N:18][C:19]2[C:24]([CH:25]=1)=[CH:23][CH:22]=[CH:21][C:20]=2[CH3:26], predict the reaction product. The product is: [I:1][C:2]1[C:10]2[C:5](=[N:6][CH:7]=[N:8][C:9]=2[NH2:11])[N:4]([CH2:15][C:16]2[C:17]([C:27]3[CH:32]=[CH:31][CH:30]=[CH:29][C:28]=3[C:33]([F:36])([F:35])[F:34])=[N:18][C:19]3[C:24]([CH:25]=2)=[CH:23][CH:22]=[CH:21][C:20]=3[CH3:26])[N:3]=1. (2) Given the reactants [C:1](N)(=O)[C:2]1[CH:7]=[CH:6][CH:5]=[CH:4][CH:3]=1.COC1C=[C:16](/[N:18]=N/C2C=CC([N+]([O-])=O)=CC=2)[C:15](OC)=CC=1/N=N/C1C=CC(N(C)CCCC(NCCS[CH:49]2C[C:52](=[O:54])[N:51](CCCNC(C3C=CC(C4C5C(OC6C=4C=CC(=[N+](C)C)C=6)=CC(N(C)C)=CC=5)=C(C=3)C([O-])=O)=O)[C:50]2=[O:90])=O)=CC=1.C(O)(C(F)(F)F)=O.C(#N)C, predict the reaction product. The product is: [C:2]1([C:1]#[C:15][C:16]#[N:18])[CH:7]=[CH:6][CH:5]=[CH:4][CH:3]=1.[C:2]1([C:1]2[C:52]([NH:51][C:50](=[O:90])[CH:49]=2)=[O:54])[CH:7]=[CH:6][CH:5]=[CH:4][CH:3]=1. (3) Given the reactants [NH2:1][C:2]1[CH:18]=[CH:17][CH:16]=[C:15]([S:19][C:20]2[CH:25]=[CH:24][C:23]([N+:26]([O-:28])=[O:27])=[CH:22][CH:21]=2)[C:3]=1[C:4]([NH:6][C:7]1[CH:12]=[CH:11][CH:10]=[CH:9][C:8]=1[O:13][CH3:14])=[O:5].Br[CH2:30][CH2:31][NH:32][CH2:33][CH2:34]Br.[OH-].[Na+], predict the reaction product. The product is: [CH3:14][O:13][C:8]1[CH:9]=[CH:10][CH:11]=[CH:12][C:7]=1[NH:6][C:4](=[O:5])[C:3]1[C:2]([N:1]2[CH2:34][CH2:33][NH:32][CH2:31][CH2:30]2)=[CH:18][CH:17]=[CH:16][C:15]=1[S:19][C:20]1[CH:21]=[CH:22][C:23]([N+:26]([O-:28])=[O:27])=[CH:24][CH:25]=1.